Regression. Given a target protein amino acid sequence and a drug SMILES string, predict the binding affinity score between them. We predict pKd (pKd = -log10(Kd in M); higher means stronger binding). Dataset: bindingdb_kd. From a dataset of Drug-target binding data from BindingDB using Kd measurements. The compound is CO[C@]12CC[C@@]3(C[C@@H]1C(C)(C)O)[C@H]1Cc4ccc(O)c5c4[C@@]3(CCN1CC1CC1)[C@H]2O5. The target protein sequence is MDSPIQIFRGEPGPTCAPSACLPPNSSAWFPGWAEPDSNGSAGSEDAQLEPAHISPAIPVIITAVYSVVFVVGLVGNSLVMFVIIRYTKMKTATNIYIFNLALADALVTTTMPFQSTVYLMNSWPFGDVLCKIVISIDYYNMFTSIFTLTMMSVDRYIAVCHPVKALDFRTPLKAKIINICIWLLSSSVGISAIVLGGTKVREDVDVIECSLQFPDDDYSWWDLFMKICVFIFAFVIPVLIIIVCYTLMILRLKSVRLLSGSREKDRNLRRITRLVLVVVAVFVVCWTPIHIFILVEALGSTSHSTAALSSFYFCIALGYTNSSLNPILYAFLDENFKRCFRDFCFPLKMRMERQSTSRVRNTVQDPAYLRDIDGMNKPV. The pKd is 9.0.